From a dataset of Peptide-MHC class I binding affinity with 185,985 pairs from IEDB/IMGT. Regression. Given a peptide amino acid sequence and an MHC pseudo amino acid sequence, predict their binding affinity value. This is MHC class I binding data. (1) The peptide sequence is QYLFSLTYV. The MHC is HLA-B27:03 with pseudo-sequence HLA-B27:03. The binding affinity (normalized) is 0.0847. (2) The binding affinity (normalized) is 0.0847. The MHC is HLA-B18:01 with pseudo-sequence HLA-B18:01. The peptide sequence is TLASIGTAF. (3) The MHC is HLA-A02:19 with pseudo-sequence HLA-A02:19. The binding affinity (normalized) is 0.0847. The peptide sequence is VYWENEVSI. (4) The peptide sequence is RYRMHPMSK. The MHC is HLA-A30:01 with pseudo-sequence HLA-A30:01. The binding affinity (normalized) is 1.00. (5) The peptide sequence is SPLFLIVAA. The MHC is HLA-B35:01 with pseudo-sequence HLA-B35:01. The binding affinity (normalized) is 0.358.